Dataset: Reaction yield outcomes from USPTO patents with 853,638 reactions. Task: Predict the reaction yield, written as a fraction of the theoretical maximum amount of product (1.0 means a 100% yield; for example, 0.34 means a 34% yield). (1) The reactants are [C:1]([Si:5](Cl)([CH3:7])[CH3:6])([CH3:4])([CH3:3])[CH3:2].[OH:9][C@@H:10]([CH2:15][O:16][CH2:17][CH3:18])[C:11]([O:13][CH3:14])=[O:12].N1C=CN=C1. The catalyst is CN(C=O)C. The product is [Si:5]([O:9][C@@H:10]([CH2:15][O:16][CH2:17][CH3:18])[C:11]([O:13][CH3:14])=[O:12])([C:1]([CH3:4])([CH3:3])[CH3:2])([CH3:7])[CH3:6]. The yield is 0.570. (2) The reactants are C([N:8]1[CH2:13][CH2:12][N:11]2[CH2:14][C@H:15]([CH2:18][N:19]3[C:23]4[CH:24]=[CH:25][CH:26]=[CH:27][C:22]=4[O:21][C:20]3=[O:28])[CH2:16][CH2:17][C@H:10]2[CH2:9]1)(OC(C)(C)C)=O.Cl. The catalyst is C(Cl)(Cl)Cl.C(OCC)C. The yield is 1.00. The product is [CH2:9]1[NH:8][CH2:13][CH2:12][N:11]2[CH2:14][C@H:15]([CH2:18][N:19]3[C:23]4[CH:24]=[CH:25][CH:26]=[CH:27][C:22]=4[O:21][C:20]3=[O:28])[CH2:16][CH2:17][C@@H:10]12. (3) The reactants are [S:1]1[CH:5]=[CH:4][C:3]([C:6]2[N:11]=[C:10]([NH2:12])[CH:9]=[CH:8][CH:7]=2)=[CH:2]1.[CH2:13]([O:15][C:16]([N:18]=[C:19]=[S:20])=[O:17])[CH3:14]. The catalyst is O1CCOCC1. The product is [CH2:13]([O:15][C:16](=[O:17])[NH:18][C:19]([NH:12][C:10]1[CH:9]=[CH:8][CH:7]=[C:6]([C:3]2[CH:4]=[CH:5][S:1][CH:2]=2)[N:11]=1)=[S:20])[CH3:14]. The yield is 0.730.